From a dataset of Forward reaction prediction with 1.9M reactions from USPTO patents (1976-2016). Predict the product of the given reaction. Given the reactants [CH3:1][O:2][C:3]1[CH:4]=[C:5]2[C:9](=[CH:10][CH:11]=1)[NH:8][CH:7]([CH3:12])[CH:6]2[CH2:13][C:14]([O:16][CH2:17][CH3:18])=[O:15].Cl[C:20]1[CH:25]=[C:24]([CH3:26])[N:23]=[C:22]([C:27]2[CH:32]=[CH:31][CH:30]=[CH:29][CH:28]=2)[N:21]=1.Cl, predict the reaction product. The product is: [CH3:1][O:2][C:3]1[CH:4]=[C:5]2[C:9](=[CH:10][CH:11]=1)[N:8]([C:20]1[CH:25]=[C:24]([CH3:26])[N:23]=[C:22]([C:27]3[CH:28]=[CH:29][CH:30]=[CH:31][CH:32]=3)[N:21]=1)[CH:7]([CH3:12])[CH:6]2[CH2:13][C:14]([O:16][CH2:17][CH3:18])=[O:15].